From a dataset of Full USPTO retrosynthesis dataset with 1.9M reactions from patents (1976-2016). Predict the reactants needed to synthesize the given product. The reactants are: [CH3:1][C:2]1[CH:7]=[CH:6][CH:5]=[CH:4][C:3]=1[C:8]1[CH:13]=[CH:12][CH:11]=[C:10]([CH2:14][N:15]2[CH2:20][CH2:19][C:18](=O)[CH2:17][CH2:16]2)[CH:9]=1.[F:22][C:23]1[CH:24]=[C:25]([CH:27]=[CH:28][CH:29]=1)[NH2:26].C[Si]([C:34]#[N:35])(C)C. Given the product [F:22][C:23]1[CH:24]=[C:25]([NH:26][C:18]2([C:34]#[N:35])[CH2:19][CH2:20][N:15]([CH2:14][C:10]3[CH:9]=[C:8]([C:3]4[CH:4]=[CH:5][CH:6]=[CH:7][C:2]=4[CH3:1])[CH:13]=[CH:12][CH:11]=3)[CH2:16][CH2:17]2)[CH:27]=[CH:28][CH:29]=1, predict the reactants needed to synthesize it.